Dataset: Catalyst prediction with 721,799 reactions and 888 catalyst types from USPTO. Task: Predict which catalyst facilitates the given reaction. (1) Reactant: [F:1][C:2]([F:20])([F:19])[C:3]1[CH:8]=[CH:7][C:6]([C@@H:9]2[C:18]3[C:13](=[CH:14][CH:15]=[CH:16][CH:17]=3)[CH2:12][CH2:11][NH:10]2)=[CH:5][CH:4]=1.[N:21]1[CH:26]=[CH:25][C:24]([NH:27][C:28](=O)[O:29]C2C=CC([N+]([O-])=O)=CC=2)=[CH:23][CH:22]=1. Product: [N:21]1[CH:26]=[CH:25][C:24]([NH:27][C:28]([N:10]2[CH2:11][CH2:12][C:13]3[C:18](=[CH:17][CH:16]=[CH:15][CH:14]=3)[C@H:9]2[C:6]2[CH:5]=[CH:4][C:3]([C:2]([F:1])([F:19])[F:20])=[CH:8][CH:7]=2)=[O:29])=[CH:23][CH:22]=1. The catalyst class is: 23. (2) Reactant: C([N:20]1[CH:24]=[C:23]([C:25]2[CH:30]=[CH:29][C:28]([C@H:31]3[CH2:33][C@@H:32]3[C:34]([O:36][CH2:37][CH3:38])=[O:35])=[CH:27][CH:26]=2)[N:22]=[CH:21]1)(C1C=CC=CC=1)(C1C=CC=CC=1)C1C=CC=CC=1. Product: [NH:20]1[CH:24]=[C:23]([C:25]2[CH:26]=[CH:27][C:28]([C@H:31]3[CH2:33][C@@H:32]3[C:34]([O:36][CH2:37][CH3:38])=[O:35])=[CH:29][CH:30]=2)[N:22]=[CH:21]1. The catalyst class is: 240. (3) Reactant: C(OP([CH2:9][C:10]([O:12][CH2:13][CH3:14])=[O:11])(OCC)=O)C.O1CCCC1.[H-].[Na+].[CH2:22]([O:29][C:30]1[CH:37]=[CH:36][C:33]([CH:34]=O)=[CH:32][C:31]=1[O:38][CH2:39][CH3:40])[C:23]1[CH:28]=[CH:27][CH:26]=[CH:25][CH:24]=1. Product: [CH2:39]([O:38][C:31]1[CH:32]=[C:33]([CH:34]=[CH:9][C:10]([O:12][CH2:13][CH3:14])=[O:11])[CH:36]=[CH:37][C:30]=1[O:29][CH2:22][C:23]1[CH:28]=[CH:27][CH:26]=[CH:25][CH:24]=1)[CH3:40]. The catalyst class is: 6. (4) Reactant: [CH2:1]([C:8]1[O:12][N:11]=[C:10]([C@@H:13]2[CH2:17][C@H:16]([C:18]3[CH:23]=[CH:22][CH:21]=[CH:20][CH:19]=3)[CH2:15][N:14]2C(OC(C)(C)C)=O)[N:9]=1)[C:2]1[CH:7]=[CH:6][CH:5]=[CH:4][CH:3]=1.[ClH:31]. Product: [ClH:31].[CH2:1]([C:8]1[O:12][N:11]=[C:10]([C@@H:13]2[CH2:17][C@H:16]([C:18]3[CH:23]=[CH:22][CH:21]=[CH:20][CH:19]=3)[CH2:15][NH:14]2)[N:9]=1)[C:2]1[CH:3]=[CH:4][CH:5]=[CH:6][CH:7]=1. The catalyst class is: 12. (5) Reactant: [C:1]1([C:19]2[CH:24]=[CH:23][CH:22]=[CH:21][CH:20]=2)[CH:6]=[CH:5][C:4]([C:7]([N:9]2[CH2:12][CH:11]([CH:13]3[CH2:18][CH2:17][NH:16][CH2:15][CH2:14]3)[CH2:10]2)=[O:8])=[CH:3][CH:2]=1.Cl.[S:26]1[CH:30]=[CH:29][N:28]=[C:27]1[C:31](O)=[O:32].CN(C(ON1N=NC2C=CC=CC1=2)=[N+](C)C)C.F[P-](F)(F)(F)(F)F.CCN(C(C)C)C(C)C. Product: [C:1]1([C:19]2[CH:20]=[CH:21][CH:22]=[CH:23][CH:24]=2)[CH:2]=[CH:3][C:4]([C:7]([N:9]2[CH2:10][CH:11]([CH:13]3[CH2:18][CH2:17][N:16]([C:31]([C:27]4[S:26][CH:30]=[CH:29][N:28]=4)=[O:32])[CH2:15][CH2:14]3)[CH2:12]2)=[O:8])=[CH:5][CH:6]=1. The catalyst class is: 3. (6) Reactant: C(=O)([O-])[O-].[Cs+].[Cs+].[F:7][C:8]1[C:13]([OH:14])=[CH:12][CH:11]=[CH:10][C:9]=1[CH2:15][NH:16][C:17]([C:19]1[CH:20]=[C:21]2[C:26](=[CH:27][CH:28]=1)[N:25]=[CH:24][CH:23]=[CH:22]2)=[O:18].I[CH2:30][CH3:31].CN(C=O)C. Product: [CH2:30]([O:14][C:13]1[C:8]([F:7])=[C:9]([CH2:15][NH:16][C:17]([C:19]2[CH:20]=[C:21]3[C:26](=[CH:27][CH:28]=2)[N:25]=[CH:24][CH:23]=[CH:22]3)=[O:18])[CH:10]=[CH:11][CH:12]=1)[CH3:31]. The catalyst class is: 6. (7) Reactant: [Br:1][C:2]1[CH:3]=[C:4]([C:9](=[O:11])[CH3:10])[CH:5]=[CH:6][C:7]=1F.[CH3:12][S-:13].[Na+]. Product: [Br:1][C:2]1[CH:3]=[C:4]([C:9](=[O:11])[CH3:10])[CH:5]=[CH:6][C:7]=1[S:13][CH3:12]. The catalyst class is: 287. (8) Reactant: [CH2:1]([C:5]1[C:9]([CH2:10][NH2:11])=[C:8]([CH3:12])[O:7][N:6]=1)[CH2:2][CH2:3][CH3:4].Cl[C:14]1[CH:23]=[CH:22][C:17]([C:18]([O:20][CH3:21])=[O:19])=[CH:16][N:15]=1.C(N(CC)C(C)C)(C)C. Product: [CH3:21][O:20][C:18](=[O:19])[C:17]1[CH:22]=[CH:23][C:14]([NH:11][CH2:10][C:9]2[C:5]([CH2:1][CH2:2][CH2:3][CH3:4])=[N:6][O:7][C:8]=2[CH3:12])=[N:15][CH:16]=1. The catalyst class is: 16. (9) Reactant: [BH4-].[Na+].[CH3:3][O:4][C:5]1[CH:6]=[C:7]2[C:12](=[CH:13][CH:14]=1)[CH:11]=[C:10]([C:15]1[O:16][C:17]3[CH:29]=[CH:28][CH:27]=[CH:26][C:18]=3[C:19]=1[C:20](=[O:25])[CH2:21][CH2:22][CH2:23][CH3:24])[CH:9]=[CH:8]2. Product: [CH3:3][O:4][C:5]1[CH:6]=[C:7]2[C:12](=[CH:13][CH:14]=1)[CH:11]=[C:10]([C:15]1[O:16][C:17]3[CH:29]=[CH:28][CH:27]=[CH:26][C:18]=3[C:19]=1[CH:20]([OH:25])[CH2:21][CH2:22][CH2:23][CH3:24])[CH:9]=[CH:8]2. The catalyst class is: 8.